This data is from Reaction yield outcomes from USPTO patents with 853,638 reactions. The task is: Predict the reaction yield, written as a fraction of the theoretical maximum amount of product (1.0 means a 100% yield; for example, 0.34 means a 34% yield). (1) The reactants are C1(P(C2C=CC=CC=2)C2C=CC=CC=2)C=CC=CC=1.BrN1C(=O)CCC1=O.[CH:28]1([CH2:33][C@H:34]([C:38]2[CH:43]=[CH:42][C:41]([Cl:44])=[C:40]([Cl:45])[CH:39]=2)[C:35]([OH:37])=O)[CH2:32][CH2:31][CH2:30][CH2:29]1.[NH2:46][C:47]1[O:48][C:49]2[CH:55]=[CH:54][CH:53]=[CH:52][C:50]=2[N:51]=1.N1C=CC=CC=1. The catalyst is C(Cl)Cl.O. The product is [O:48]1[C:49]2[CH:55]=[CH:54][CH:53]=[CH:52][C:50]=2[N:51]=[C:47]1[NH:46][C:35](=[O:37])[C@@H:34]([C:38]1[CH:43]=[CH:42][C:41]([Cl:44])=[C:40]([Cl:45])[CH:39]=1)[CH2:33][CH:28]1[CH2:29][CH2:30][CH2:31][CH2:32]1. The yield is 0.830. (2) The reactants are CC1(C)[O:19][C:6]2=[C:7]([CH3:18])[N:8]=[CH:9][C:10]([CH:11]=[CH:12][C:13]([O:15][CH2:16][CH3:17])=[O:14])=[C:5]2[CH2:4][O:3]1. The catalyst is C(O)=O. The product is [OH:19][C:6]1[C:5]([CH2:4][OH:3])=[C:10]([CH:11]=[CH:12][C:13]([O:15][CH2:16][CH3:17])=[O:14])[CH:9]=[N:8][C:7]=1[CH3:18]. The yield is 0.978. (3) The reactants are [N+:1]([C:4]1[CH:26]=[CH:25][C:7]([CH2:8][C@@H:9]2[N:13]([C:14]([O:16][C:17]([CH3:20])([CH3:19])[CH3:18])=[O:15])[C:12](=[O:21])[C@@H:11]([CH2:22][CH:23]=[O:24])[CH2:10]2)=[CH:6][CH:5]=1)([O-:3])=[O:2].[BH4-].[Na+]. The catalyst is CO. The product is [OH:24][CH2:23][CH2:22][C@H:11]1[CH2:10][C@H:9]([CH2:8][C:7]2[CH:25]=[CH:26][C:4]([N+:1]([O-:3])=[O:2])=[CH:5][CH:6]=2)[N:13]([C:14]([O:16][C:17]([CH3:19])([CH3:18])[CH3:20])=[O:15])[C:12]1=[O:21]. The yield is 0.600. (4) The reactants are [F:1][C:2]1[CH:3]=[C:4]([C:8](=[O:10])[CH3:9])[CH:5]=[CH:6][CH:7]=1.[CH3:11][NH:12][CH3:13].[CH2:14]=O.Cl. The catalyst is C(O)C. The product is [CH3:11][N:12]([CH3:14])[CH2:13][CH2:9][C:8]([C:4]1[CH:5]=[CH:6][CH:7]=[C:2]([F:1])[CH:3]=1)=[O:10]. The yield is 0.880. (5) The reactants are [NH2:1][C:2]1[NH:7][C:6](=[S:8])[C:5]([C:9]#[N:10])=[C:4]([C:11]2[O:12][CH:13]=[CH:14][CH:15]=2)[CH:3]=1.[CH3:16][O-].[Na+].CI. The catalyst is CO. The product is [NH2:1][C:2]1[CH:3]=[C:4]([C:11]2[O:12][CH:13]=[CH:14][CH:15]=2)[C:5]([C:9]#[N:10])=[C:6]([S:8][CH3:16])[N:7]=1. The yield is 0.710. (6) The catalyst is C1COCC1. The product is [Br:34][C:33]([Br:35])=[CH:11][C:8]1[CH:9]=[CH:10][C:5]2[O:4][CH2:3][C:2]([CH3:13])([CH3:1])[C:6]=2[CH:7]=1. The yield is 0.730. The reactants are [CH3:1][C:2]1([CH3:13])[C:6]2[CH:7]=[C:8]([CH:11]=O)[CH:9]=[CH:10][C:5]=2[O:4][CH2:3]1.C1(P(C2C=CC=CC=2)C2C=CC=CC=2)C=CC=CC=1.[C:33](Br)(Br)([Br:35])[Br:34]. (7) The reactants are [CH3:1][N:2]([CH3:6])[C:3](Cl)=[S:4].[OH:7][C:8]1[CH:17]=[C:16]2[C:11]([CH:12]=[CH:13][C:14]([CH3:18])=[N:15]2)=[CH:10][CH:9]=1. The catalyst is CN(C1C=CN=CC=1)C.C(Cl)Cl.C(Cl)(Cl)Cl. The product is [CH3:1][N:2]([CH3:6])[C:3](=[S:4])[O:7][C:8]1[CH:17]=[C:16]2[C:11]([CH:12]=[CH:13][C:14]([CH3:18])=[N:15]2)=[CH:10][CH:9]=1. The yield is 0.640.